This data is from Catalyst prediction with 721,799 reactions and 888 catalyst types from USPTO. The task is: Predict which catalyst facilitates the given reaction. Reactant: N[C:2]1[C:3]([N:26]2[CH2:31][CH2:30][O:29][CH2:28][CH2:27]2)=[N:4][C:5]([N:14]2[CH2:19][CH2:18][N:17]([C:20]3[CH:25]=[CH:24][CH:23]=[CH:22][CH:21]=3)[CH2:16][CH2:15]2)=[N:6][C:7]=1[N:8]1[CH2:13][CH2:12][O:11][CH2:10][CH2:9]1.[CH2:32]=O.[C:34]([BH3-])#[N:35].[Na+].[OH-].[Na+]. Product: [CH3:32][N:35]([CH3:34])[C:2]1[C:3]([N:26]2[CH2:31][CH2:30][O:29][CH2:28][CH2:27]2)=[N:4][C:5]([N:14]2[CH2:19][CH2:18][N:17]([C:20]3[CH:25]=[CH:24][CH:23]=[CH:22][CH:21]=3)[CH2:16][CH2:15]2)=[N:6][C:7]=1[N:8]1[CH2:13][CH2:12][O:11][CH2:10][CH2:9]1. The catalyst class is: 477.